This data is from Catalyst prediction with 721,799 reactions and 888 catalyst types from USPTO. The task is: Predict which catalyst facilitates the given reaction. (1) The catalyst class is: 11. Product: [CH3:20][O:19][C:16]1[CH:17]=[C:18]2[C:13](=[CH:14][C:15]=1[O:21][CH3:22])[N:12]=[CH:11][CH:10]=[C:9]2[O:8][C:7]1[C:2]([C:27]2[CH:28]=[CH:29][CH:30]=[CH:31][C:26]=2[O:25][CH3:24])=[N:3][C:4]([CH3:23])=[CH:5][CH:6]=1. Reactant: I[C:2]1[C:7]([O:8][C:9]2[C:18]3[C:13](=[CH:14][C:15]([O:21][CH3:22])=[C:16]([O:19][CH3:20])[CH:17]=3)[N:12]=[CH:11][CH:10]=2)=[CH:6][CH:5]=[C:4]([CH3:23])[N:3]=1.[CH3:24][O:25][C:26]1[CH:31]=[CH:30][CH:29]=[CH:28][C:27]=1B(O)O.C(=O)([O-])O.[Na+]. (2) Reactant: [NH2:1][C:2]1[CH:3]=[C:4]2[C:8](=[CH:9][CH:10]=1)[N:7]([CH2:11][C:12]1[CH:17]=[CH:16][CH:15]=[CH:14][CH:13]=1)[C:6]([C:18]([O:20]CC)=[O:19])=[C:5]2[C:23]1[CH:28]=[CH:27][C:26]([C:29]([CH3:32])([CH3:31])[CH3:30])=[CH:25][CH:24]=1. Product: [CH2:11]([N:7]1[C:8]2[C:4](=[CH:3][C:2]([N:1]3[CH:9]=[CH:10][CH:2]=[CH:3]3)=[CH:10][CH:9]=2)[C:5]([C:23]2[CH:24]=[CH:25][C:26]([C:29]([CH3:31])([CH3:30])[CH3:32])=[CH:27][CH:28]=2)=[C:6]1[C:18]([OH:20])=[O:19])[C:12]1[CH:17]=[CH:16][CH:15]=[CH:14][CH:13]=1. The catalyst class is: 6. (3) Reactant: [ClH:1].[Br:2][C:3]1[CH:21]=[CH:20][C:6]([CH2:7][N:8]2[C:12](=[O:13])[C:11]3([CH2:18][CH2:17][NH:16][CH2:15][CH2:14]3)[NH:10][C:9]2=[O:19])=[CH:5][CH:4]=1.[C:22]1([CH:28]([C:32]2[CH:37]=[CH:36][CH:35]=[CH:34][CH:33]=2)[CH2:29][CH2:30]Br)[CH:27]=[CH:26][CH:25]=[CH:24][CH:23]=1.C(=O)([O-])[O-].[K+].[K+].O. Product: [ClH:1].[Br:2][C:3]1[CH:4]=[CH:5][C:6]([CH2:7][N:8]2[C:12](=[O:13])[C:11]3([CH2:14][CH2:15][N:16]([CH2:30][CH2:29][CH:28]([C:22]4[CH:27]=[CH:26][CH:25]=[CH:24][CH:23]=4)[C:32]4[CH:37]=[CH:36][CH:35]=[CH:34][CH:33]=4)[CH2:17][CH2:18]3)[NH:10][C:9]2=[O:19])=[CH:20][CH:21]=1. The catalyst class is: 3.